This data is from Catalyst prediction with 721,799 reactions and 888 catalyst types from USPTO. The task is: Predict which catalyst facilitates the given reaction. (1) Reactant: [CH2:1]=[C:2]1[CH2:5][CH:4]([CH2:6][NH2:7])[CH2:3]1.C([O-])([O-])=O.[Na+].[Na+].Cl[C:15]([O:17][CH2:18][C:19]1[CH:24]=[CH:23][CH:22]=[CH:21][CH:20]=1)=[O:16].O. Product: [CH2:1]=[C:2]1[CH2:5][CH:4]([CH2:6][NH:7][C:15](=[O:16])[O:17][CH2:18][C:19]2[CH:24]=[CH:23][CH:22]=[CH:21][CH:20]=2)[CH2:3]1. The catalyst class is: 7. (2) Reactant: Cl[C:2]1[N:7]=[C:6]([CH2:8][CH2:9][C:10]2[CH:15]=[CH:14][CH:13]=[CH:12][C:11]=2[C:16]2([C:19]([NH2:21])=[O:20])[CH2:18][CH2:17]2)[C:5]([CH3:22])=[CH:4][N:3]=1.[NH2:23][C:24]1[CH:25]=[CH:26][C:27]([CH:30]2[CH2:35][CH2:34][N:33]([C:36]([O:38][C:39]([CH3:42])([CH3:41])[CH3:40])=[O:37])[CH2:32][CH2:31]2)=[N:28][CH:29]=1.CC1(C)C2C(=C(P(C3C=CC=CC=3)C3C=CC=CC=3)C=CC=2)OC2C(P(C3C=CC=CC=3)C3C=CC=CC=3)=CC=CC1=2.C([O-])([O-])=O.[Cs+].[Cs+]. Product: [C:19]([C:16]1([C:11]2[CH:12]=[CH:13][CH:14]=[CH:15][C:10]=2[CH2:9][CH2:8][C:6]2[C:5]([CH3:22])=[CH:4][N:3]=[C:2]([NH:23][C:24]3[CH:25]=[CH:26][C:27]([CH:30]4[CH2:35][CH2:34][N:33]([C:36]([O:38][C:39]([CH3:42])([CH3:41])[CH3:40])=[O:37])[CH2:32][CH2:31]4)=[N:28][CH:29]=3)[N:7]=2)[CH2:18][CH2:17]1)(=[O:20])[NH2:21]. The catalyst class is: 231. (3) Reactant: [Cl:1][C:2]1[CH:3]=[CH:4][C:5]([F:16])=[C:6]([C:8]2[CH:13]=[C:12]([O:14]C)[N:11]=[CH:10][N:9]=2)[CH:7]=1.Br. Product: [Cl:1][C:2]1[CH:3]=[CH:4][C:5]([F:16])=[C:6]([C:8]2[N:9]=[CH:10][N:11]=[C:12]([OH:14])[CH:13]=2)[CH:7]=1. The catalyst class is: 52. (4) The catalyst class is: 604. Reactant: [N+:1]([C:4]1[CH:5]=[C:6]2[C:10](=[CH:11][CH:12]=1)[NH:9][C:8]([C:13]([O:15][CH2:16][CH3:17])=[O:14])=[CH:7]2)([O-])=O.C([O-])=O.[NH4+]. Product: [NH2:1][C:4]1[CH:5]=[C:6]2[C:10](=[CH:11][CH:12]=1)[NH:9][C:8]([C:13]([O:15][CH2:16][CH3:17])=[O:14])=[CH:7]2. (5) Reactant: [C:1]([NH:4][CH2:5][CH2:6][CH:7]1[C:15]2[C:10](=[CH:11][CH:12]=[C:13]([NH:17][C:18](=O)[CH2:19][C:20]3[CH:25]=[CH:24][CH:23]=[CH:22][CH:21]=3)[C:14]=2[OH:16])[CH2:9][CH2:8]1)(=[O:3])[CH3:2].C1(C)C=CC(S([O-])(=O)=O)=CC=1.[NH+]1C=CC=CC=1. Product: [CH2:19]([C:18]1[O:16][C:14]2[C:15]3[CH:7]([CH2:6][CH2:5][NH:4][C:1](=[O:3])[CH3:2])[CH2:8][CH2:9][C:10]=3[CH:11]=[CH:12][C:13]=2[N:17]=1)[C:20]1[CH:21]=[CH:22][CH:23]=[CH:24][CH:25]=1. The catalyst class is: 113.